Dataset: NCI-60 drug combinations with 297,098 pairs across 59 cell lines. Task: Regression. Given two drug SMILES strings and cell line genomic features, predict the synergy score measuring deviation from expected non-interaction effect. (1) Drug 1: CC1=C(N=C(N=C1N)C(CC(=O)N)NCC(C(=O)N)N)C(=O)NC(C(C2=CN=CN2)OC3C(C(C(C(O3)CO)O)O)OC4C(C(C(C(O4)CO)O)OC(=O)N)O)C(=O)NC(C)C(C(C)C(=O)NC(C(C)O)C(=O)NCCC5=NC(=CS5)C6=NC(=CS6)C(=O)NCCC[S+](C)C)O. Drug 2: CC12CCC3C(C1CCC2OP(=O)(O)O)CCC4=C3C=CC(=C4)OC(=O)N(CCCl)CCCl.[Na+]. Cell line: K-562. Synergy scores: CSS=23.1, Synergy_ZIP=-7.53, Synergy_Bliss=-5.57, Synergy_Loewe=-3.51, Synergy_HSA=-3.26. (2) Drug 1: C1CCN(CC1)CCOC2=CC=C(C=C2)C(=O)C3=C(SC4=C3C=CC(=C4)O)C5=CC=C(C=C5)O. Drug 2: CCC1(CC2CC(C3=C(CCN(C2)C1)C4=CC=CC=C4N3)(C5=C(C=C6C(=C5)C78CCN9C7C(C=CC9)(C(C(C8N6C=O)(C(=O)OC)O)OC(=O)C)CC)OC)C(=O)OC)O.OS(=O)(=O)O. Cell line: 786-0. Synergy scores: CSS=19.4, Synergy_ZIP=6.30, Synergy_Bliss=5.26, Synergy_Loewe=-23.0, Synergy_HSA=4.07. (3) Drug 1: C1=CC(=CC=C1CCC2=CNC3=C2C(=O)NC(=N3)N)C(=O)NC(CCC(=O)O)C(=O)O. Drug 2: C1=C(C(=O)NC(=O)N1)N(CCCl)CCCl. Cell line: MOLT-4. Synergy scores: CSS=84.5, Synergy_ZIP=-0.835, Synergy_Bliss=-3.12, Synergy_Loewe=-2.83, Synergy_HSA=-0.713. (4) Drug 1: C1=NC2=C(N1)C(=S)N=C(N2)N. Drug 2: CS(=O)(=O)CCNCC1=CC=C(O1)C2=CC3=C(C=C2)N=CN=C3NC4=CC(=C(C=C4)OCC5=CC(=CC=C5)F)Cl. Cell line: HOP-62. Synergy scores: CSS=47.5, Synergy_ZIP=7.00, Synergy_Bliss=5.31, Synergy_Loewe=-1.58, Synergy_HSA=6.13. (5) Drug 1: CCC1=C2CN3C(=CC4=C(C3=O)COC(=O)C4(CC)O)C2=NC5=C1C=C(C=C5)O. Drug 2: CCC1(C2=C(COC1=O)C(=O)N3CC4=CC5=C(C=CC(=C5CN(C)C)O)N=C4C3=C2)O.Cl. Cell line: CAKI-1. Synergy scores: CSS=57.5, Synergy_ZIP=-5.19, Synergy_Bliss=-2.17, Synergy_Loewe=-0.203, Synergy_HSA=2.55. (6) Drug 1: CC(C1=C(C=CC(=C1Cl)F)Cl)OC2=C(N=CC(=C2)C3=CN(N=C3)C4CCNCC4)N. Drug 2: CCC1(CC2CC(C3=C(CCN(C2)C1)C4=CC=CC=C4N3)(C5=C(C=C6C(=C5)C78CCN9C7C(C=CC9)(C(C(C8N6C=O)(C(=O)OC)O)OC(=O)C)CC)OC)C(=O)OC)O.OS(=O)(=O)O. Cell line: MDA-MB-435. Synergy scores: CSS=61.1, Synergy_ZIP=15.2, Synergy_Bliss=17.3, Synergy_Loewe=-7.16, Synergy_HSA=16.1.